Dataset: Reaction yield outcomes from USPTO patents with 853,638 reactions. Task: Predict the reaction yield, written as a fraction of the theoretical maximum amount of product (1.0 means a 100% yield; for example, 0.34 means a 34% yield). (1) The reactants are [NH2:1][C:2]1[CH:3]=[C:4]([C:8]2[C:16]3[C:11](=[CH:12][CH:13]=[C:14]([C:17]([NH2:19])=[O:18])[CH:15]=3)[N:10](C3CCCCO3)[N:9]=2)[CH:5]=[CH:6][CH:7]=1.[C:26]1([CH:32]([CH3:36])[C:33](O)=[O:34])[CH:31]=[CH:30][CH:29]=[CH:28][CH:27]=1.CCN=C=NCCCN(C)C. No catalyst specified. The product is [C:26]1([CH:32]([CH3:36])[C:33]([NH:1][C:2]2[CH:3]=[C:4]([C:8]3[C:16]4[C:11](=[CH:12][CH:13]=[C:14]([C:17]([NH2:19])=[O:18])[CH:15]=4)[NH:10][N:9]=3)[CH:5]=[CH:6][CH:7]=2)=[O:34])[CH:31]=[CH:30][CH:29]=[CH:28][CH:27]=1. The yield is 0.170. (2) The yield is 0.400. The catalyst is C1COCC1.[Cl-].[Na+]. The product is [NH:22]([C:7]([N:4]1[CH2:5][CH2:6][N:1]([C:14]([O:16][C:17]([CH3:20])([CH3:19])[CH3:18])=[O:15])[CH2:2][CH2:3]1)=[O:8])[NH2:23]. The reactants are [N:1]1([C:14]([O:16][C:17]([CH3:20])([CH3:19])[CH3:18])=[O:15])[CH2:6][CH2:5][N:4]([C:7](OC(Cl)(Cl)Cl)=[O:8])[CH2:3][CH2:2]1.O.[NH2:22][NH2:23].CCOC(C)=O. (3) The reactants are [CH3:1][N:2]([CH2:4][CH2:5][N:6]1[C:20](=[O:21])[C:15]2=[CH:16][C:17]([NH2:19])=[CH:18][C:13]3[C:14]2=[C:9]([CH:10]=[CH:11][CH:12]=3)[C:7]1=[O:8])[CH3:3].[C:22]([O-:30])(=[O:29])[C@H:23]([CH2:25][C:26]([O-:28])=[O:27])[OH:24]. No catalyst specified. The product is [CH3:3][N:2]([CH2:4][CH2:5][N:6]1[C:20](=[O:21])[C:15]2=[CH:16][C:17]([NH2:19])=[CH:18][C:13]3[C:14]2=[C:9]([CH:10]=[CH:11][CH:12]=3)[C:7]1=[O:8])[CH3:1].[CH2:25]([C:26]([OH:28])=[O:27])[C@H:23]([OH:24])[C:22]([OH:30])=[O:29]. The yield is 0.930. (4) The reactants are C([N:9]1[CH2:22][CH2:21][C:20]2[C:19]3[CH:18]=[C:17]([Cl:23])[C:16]([Cl:24])=[CH:15][C:14]=3[NH:13][C:12]=2[CH2:11][CH2:10]1)(=O)C1C=CC=CC=1.[OH-].[K+].C(O)CO. The catalyst is O. The product is [Cl:24][C:16]1[C:17]([Cl:23])=[CH:18][C:19]2[C:20]3[CH2:21][CH2:22][NH:9][CH2:10][CH2:11][C:12]=3[NH:13][C:14]=2[CH:15]=1. The yield is 0.730. (5) The reactants are C1(P(C2C=CC=CC=2)C2C=CC=CC=2)C=CC=CC=1.[C:20]([Cl:24])(Cl)(Cl)Cl.[Cl:25][C:26]1[CH:35]=[C:34]2[C:29]([CH:30]=[C:31](CO)[C:32]([CH3:37])=[C:33]2[OH:36])=[CH:28][CH:27]=1. The catalyst is O1CCCC1. The product is [Cl:25][C:26]1[CH:35]=[C:34]2[C:29]([CH:30]=[C:31]([CH2:20][Cl:24])[C:32]([CH3:37])=[C:33]2[OH:36])=[CH:28][CH:27]=1. The yield is 0.960. (6) The reactants are [C:1]1([C:7]2[CH:8]=[C:9](C3C4C(C=C5C=3C=CC=C5)=CC=CC=4)[CH:10]=[CH:11][C:12]=2[C:13]2[CH:18]=[CH:17][CH:16]=[CH:15][CH:14]=2)[CH:6]=[CH:5][CH:4]=[CH:3][CH:2]=1.C1C(=O)N(Br)C(=O)C1.C1([C:47]2[CH:48]=[C:49]([C:59]3[C:60]4[C:65]([C:66]([Br:73])=C5C=3C=CC=C5)=[CH:64][CH:63]=[CH:62][CH:61]=4)[CH:50]=[CH:51][C:52]=2C2C=CC=CC=2)C=CC=CC=1. The catalyst is CN(C=O)C.O. The product is [C:13]1([C:12]2[CH:11]=[C:10]([C:61]3[C:60]4[C:65](=[C:66]([Br:73])[C:48]5[C:49]([CH:59]=4)=[CH:50][CH:51]=[CH:52][CH:47]=5)[CH:64]=[CH:63][CH:62]=3)[CH:9]=[CH:8][C:7]=2[C:1]2[CH:6]=[CH:5][CH:4]=[CH:3][CH:2]=2)[CH:14]=[CH:15][CH:16]=[CH:17][CH:18]=1. The yield is 0.950. (7) The reactants are [N:1]1[C:14]2[C:5](=[C:6]3[C:11](=[CH:12][CH:13]=2)[CH2:10][CH2:9][C@@H:8]([CH2:15]OS(C2C=CC(C)=CC=2)(=O)=O)[O:7]3)[CH:4]=[CH:3][CH:2]=1.[F:27][C:28]1[CH:29]=[C:30]2[C:34](=[CH:35][CH:36]=1)[NH:33][CH:32]=[C:31]2[C:37]1[CH2:38][CH2:39][NH:40][CH2:41][CH:42]=1.C(Cl)(Cl)Cl. The catalyst is CS(C)=O. The product is [F:27][C:28]1[CH:29]=[C:30]2[C:34](=[CH:35][CH:36]=1)[NH:33][CH:32]=[C:31]2[C:37]1[CH2:38][CH2:39][N:40]([CH2:15][C@@H:8]2[CH2:9][CH2:10][C:11]3[C:6](=[C:5]4[C:14](=[CH:13][CH:12]=3)[N:1]=[CH:2][CH:3]=[CH:4]4)[O:7]2)[CH2:41][CH:42]=1. The yield is 0.620. (8) The reactants are C[Mg+].[Br-].[O:4]=[C:5]([CH3:16])[CH2:6][C:7]1[CH:8]=[C:9]([CH:13]=[CH:14][CH:15]=1)[C:10]([OH:12])=[O:11].[CH2:17](Cl)Cl.CO. The catalyst is C1COCC1.O. The product is [OH:4][C:5]([CH3:17])([CH3:16])[CH2:6][C:7]1[CH:8]=[C:9]([CH:13]=[CH:14][CH:15]=1)[C:10]([OH:12])=[O:11]. The yield is 0.620. (9) The reactants are [NH2:1][C:2]1[CH:26]=[CH:25][C:5]2[N:6]([CH:19]([CH2:23][CH3:24])[C:20]([O-:22])=[O:21])[C:7](=[N:9][C:10](=[O:18])[C:11]3[CH:16]=[CH:15][C:14]([CH3:17])=[CH:13][CH:12]=3)[S:8][C:4]=2[CH:3]=1.[CH:27](N(C(C)C)CC)(C)C.CNC1(NC)C=CN=CC1.[C:46](OC(=O)C)(=[O:48])[CH3:47]. The catalyst is O1CCCC1. The product is [C:46]([NH:1][C:2]1[CH:26]=[CH:25][C:5]2[N:6]([CH:19]([CH2:23][CH3:24])[C:20]([O:22][CH3:27])=[O:21])[C:7](=[N:9][C:10](=[O:18])[C:11]3[CH:12]=[CH:13][C:14]([CH3:17])=[CH:15][CH:16]=3)[S:8][C:4]=2[CH:3]=1)(=[O:48])[CH3:47]. The yield is 0.850.